Dataset: Full USPTO retrosynthesis dataset with 1.9M reactions from patents (1976-2016). Task: Predict the reactants needed to synthesize the given product. (1) Given the product [CH3:38][O:37][C:35](=[O:36])[O:17][C:16]1[CH:15]2[CH2:18][CH:12]([C:11](=[O:19])[C:10]=1[C:8]1[CH:9]=[C:4]([C:3]3[CH:22]=[CH:23][C:24]([Cl:26])=[CH:25][C:2]=3[Cl:1])[CH:5]=[CH:6][C:7]=1[CH2:20][CH3:21])[CH2:13][CH2:14]2, predict the reactants needed to synthesize it. The reactants are: [Cl:1][C:2]1[CH:25]=[C:24]([Cl:26])[CH:23]=[CH:22][C:3]=1[C:4]1[CH:5]=[CH:6][C:7]([CH2:20][CH3:21])=[C:8]([CH:10]2[C:16](=[O:17])[CH:15]3[CH2:18][CH:12]([CH2:13][CH2:14]3)[C:11]2=[O:19])[CH:9]=1.C(N(CC)CC)C.Cl[C:35]([O:37][CH3:38])=[O:36]. (2) The reactants are: Br[C:2]1[C:7]([CH3:8])=[CH:6][CH:5]=[CH:4][C:3]=1[CH3:9].C([O-])([O-])=O.[Na+].[Na+].P([CH:17]1[CH2:22][CH2:21][CH2:20][CH2:19][CH2:18]1)([CH:17]1[CH2:22][CH2:21][CH2:20][CH2:19][CH2:18]1)[CH:17]1[CH2:22][CH2:21][CH2:20][CH2:19][CH2:18]1.[O:35]1[CH2:40][CH2:39]OCC1. Given the product [CH3:20][C:19]1[C:39]([CH2:40][OH:35])=[CH:21][CH:22]=[CH:17][C:18]=1[C:2]1[C:7]([CH3:8])=[CH:6][CH:5]=[CH:4][C:3]=1[CH3:9], predict the reactants needed to synthesize it. (3) Given the product [NH:15]1[C:16]2[C:12](=[CH:11][C:10](/[C:9](/[C:25]3[CH:26]=[C:27]4[C:32](=[CH:33][CH:34]=3)[CH:31]=[C:30]([C:35]([OH:37])=[O:36])[CH:29]=[CH:28]4)=[C:8](/[C:2]3[CH:3]=[CH:4][CH:5]=[CH:6][CH:7]=3)\[CH2:38][CH3:39])=[CH:18][CH:17]=2)[CH:13]=[N:14]1, predict the reactants needed to synthesize it. The reactants are: Cl.[C:2]1(/[C:8](/[CH2:38][CH3:39])=[C:9](\[C:25]2[CH:26]=[C:27]3[C:32](=[CH:33][CH:34]=2)[CH:31]=[C:30]([C:35]([OH:37])=[O:36])[CH:29]=[CH:28]3)/[C:10]2[CH:11]=[C:12]3[C:16](=[CH:17][CH:18]=2)[N:15](C2CCCCO2)[N:14]=[CH:13]3)[CH:7]=[CH:6][CH:5]=[CH:4][CH:3]=1.CCO.[OH-].[Li+]. (4) Given the product [CH2:27]([C@H:26]([NH:34][C:35](=[O:59])[C:36]1[CH:37]=[C:38]([N:53]([CH3:58])[S:54]([CH3:57])(=[O:56])=[O:55])[CH:39]=[C:40]([C:42]([NH:44][C@@H:45]([C:47]2[CH:48]=[CH:49][CH:50]=[CH:51][CH:52]=2)[CH3:46])=[O:43])[CH:41]=1)[C@@H:22]([OH:21])[C:23]([NH:1][C:2]1[NH:6][C:5]([CH2:7][CH2:8][O:9][CH3:10])=[CH:4][N:3]=1)=[O:24])[C:28]1[CH:29]=[CH:30][CH:31]=[CH:32][CH:33]=1, predict the reactants needed to synthesize it. The reactants are: [NH2:1][C:2]1[N:3](C(OCC2C=CC=CC=2)=O)[CH:4]=[C:5]([CH2:7][CH2:8][O:9][CH3:10])[N:6]=1.[OH:21][C@H:22]([C@@H:26]([NH:34][C:35](=[O:59])[C:36]1[CH:41]=[C:40]([C:42]([NH:44][C@@H:45]([C:47]2[CH:52]=[CH:51][CH:50]=[CH:49][CH:48]=2)[CH3:46])=[O:43])[CH:39]=[C:38]([N:53]([CH3:58])[S:54]([CH3:57])(=[O:56])=[O:55])[CH:37]=1)[CH2:27][C:28]1[CH:33]=[CH:32][CH:31]=[CH:30][CH:29]=1)[C:23](O)=[O:24].C1C=CC2N(O)N=NC=2C=1.O.CCN=C=NCCCN(C)C.Cl.C([O-])=O.[NH4+]. (5) Given the product [CH3:20][O:21][CH2:22][O:1][CH2:2][C:3]1[CH:10]=[CH:9][C:6]([C:7]#[N:8])=[CH:5][CH:4]=1, predict the reactants needed to synthesize it. The reactants are: [OH:1][CH2:2][C:3]1[CH:10]=[CH:9][C:6]([C:7]#[N:8])=[CH:5][CH:4]=1.C(N(CC)C(C)C)(C)C.[CH2:20](Cl)[O:21][CH3:22].[NH4+].[OH-].O. (6) Given the product [CH2:13]([O:1][C:2]1[CH:9]=[C:8]([OH:10])[CH:7]=[C:4]([CH2:5][OH:6])[CH:3]=1)[C:14]1[CH:19]=[CH:18][CH:17]=[CH:16][CH:15]=1, predict the reactants needed to synthesize it. The reactants are: [OH:1][C:2]1[CH:3]=[C:4]([CH:7]=[C:8]([OH:10])[CH:9]=1)[CH2:5][OH:6].[H-].[Na+].[CH2:13](Br)[C:14]1[CH:19]=[CH:18][CH:17]=[CH:16][CH:15]=1.CCOC(C)=O. (7) Given the product [F:38][C:10]1[CH:9]=[C:8]([NH2:7])[CH:13]=[CH:12][C:11]=1[O:14][C:15]1[CH:20]=[CH:19][N:18]=[C:17]2[NH:21][C:22]([C:24]3[CH:29]=[CH:28][CH:27]=[CH:26][CH:25]=3)=[CH:23][C:16]=12, predict the reactants needed to synthesize it. The reactants are: C(OC(=O)[NH:7][C:8]1[CH:13]=[CH:12][C:11]([O:14][C:15]2[CH:20]=[CH:19][N:18]=[C:17]3[N:21](COCC[Si](C)(C)C)[C:22]([C:24]4[CH:29]=[CH:28][CH:27]=[CH:26][CH:25]=4)=[CH:23][C:16]=23)=[C:10]([F:38])[CH:9]=1)(C)(C)C.Cl.